From a dataset of Forward reaction prediction with 1.9M reactions from USPTO patents (1976-2016). Predict the product of the given reaction. (1) Given the reactants Cl[C:2]1[CH:7]=[N:6][N:5]([CH2:8][O:9][CH3:10])[C:4](=[O:11])[C:3]=1[O:12][CH3:13].[F:14][C:15]1[CH:20]=[CH:19][C:18](B(O)O)=[CH:17][CH:16]=1.C([O-])([O-])=O.[Na+].[Na+], predict the reaction product. The product is: [F:14][C:15]1[CH:20]=[CH:19][C:18]([C:2]2[CH:7]=[N:6][N:5]([CH2:8][O:9][CH3:10])[C:4](=[O:11])[C:3]=2[O:12][CH3:13])=[CH:17][CH:16]=1. (2) Given the reactants N#N.[CH3:3][O:4][C:5]1[CH:10]=[CH:9][C:8]([C:11]2([C:14](O)=[O:15])[CH2:13][CH2:12]2)=[CH:7][CH:6]=1.[H-].[H-].[H-].[H-].[Li+].[Al+3].Cl, predict the reaction product. The product is: [CH3:3][O:4][C:5]1[CH:10]=[CH:9][C:8]([C:11]2([CH2:14][OH:15])[CH2:13][CH2:12]2)=[CH:7][CH:6]=1. (3) Given the reactants [Cl-].O[NH3+:3].[C:4](=[O:7])([O-])[OH:5].[Na+].CS(C)=O.[F:13][C:14]1[CH:15]=[C:16]([C:54]#[N:55])[C:17]([C:20]2[CH:25]=[CH:24][C:23]([CH2:26][C:27]3[C:28](=[O:53])[N:29]([C@H:40]4[CH2:45][CH2:44][C@H:43]([O:46][CH:47]([CH3:52])[C:48]([OH:51])([CH3:50])[CH3:49])[CH2:42][CH2:41]4)[C:30]4[N:31]([N:36]=[C:37]([CH3:39])[N:38]=4)[C:32]=3[CH2:33][CH2:34][CH3:35])=[CH:22][CH:21]=2)=[CH:18][CH:19]=1, predict the reaction product. The product is: [F:13][C:14]1[CH:19]=[CH:18][C:17]([C:20]2[CH:21]=[CH:22][C:23]([CH2:26][C:27]3[C:28](=[O:53])[N:29]([C@H:40]4[CH2:45][CH2:44][C@H:43]([O:46][CH:47]([CH3:52])[C:48]([OH:51])([CH3:49])[CH3:50])[CH2:42][CH2:41]4)[C:30]4[N:31]([N:36]=[C:37]([CH3:39])[N:38]=4)[C:32]=3[CH2:33][CH2:34][CH3:35])=[CH:24][CH:25]=2)=[C:16]([C:54]2[NH:3][C:4](=[O:7])[O:5][N:55]=2)[CH:15]=1. (4) Given the reactants [CH3:1][C:2]1[N:3]([C@H:8]2[CH2:12][CH:11]([C:13]([O:15][CH2:16][C:17]3[CH:22]=[CH:21][CH:20]=[CH:19][CH:18]=3)=[O:14])[CH:10]=[CH:9]2)[C:4]([CH3:7])=[CH:5][CH:6]=1.[Li+].CC([N-]C(C)C)C.[C:31]1(=[O:35])[CH2:34][CH2:33][CH2:32]1, predict the reaction product. The product is: [CH3:7][C:4]1[N:3]([C@H:8]2[CH2:12][C@@:11]([C:31]3([OH:35])[CH2:34][CH2:33][CH2:32]3)([C:13]([O:15][CH2:16][C:17]3[CH:22]=[CH:21][CH:20]=[CH:19][CH:18]=3)=[O:14])[CH:10]=[CH:9]2)[C:2]([CH3:1])=[CH:6][CH:5]=1.